The task is: Predict the reaction yield, written as a fraction of the theoretical maximum amount of product (1.0 means a 100% yield; for example, 0.34 means a 34% yield).. This data is from Reaction yield outcomes from USPTO patents with 853,638 reactions. (1) The reactants are Br[C:2]1[CH:3]=[CH:4][C:5]2[N:9]=[CH:8][N:7]([CH3:10])[C:6]=2[CH:11]=1.[CH3:12][C:13]1([CH3:29])[C:17]([CH3:19])([CH3:18])[O:16][B:15]([B:15]2[O:16][C:17]([CH3:19])([CH3:18])[C:13]([CH3:29])([CH3:12])[O:14]2)[O:14]1.C([O-])(=O)C.[K+]. The catalyst is O1CCOCC1.C1C=CC(P(C2C=CC=CC=2)[C-]2C=CC=C2)=CC=1.C1C=CC(P(C2C=CC=CC=2)[C-]2C=CC=C2)=CC=1.Cl[Pd]Cl.[Fe+2]. The product is [CH3:10][N:7]1[C:6]2[CH:11]=[C:2]([B:15]3[O:16][C:17]([CH3:19])([CH3:18])[C:13]([CH3:29])([CH3:12])[O:14]3)[CH:3]=[CH:4][C:5]=2[N:9]=[CH:8]1. The yield is 0.980. (2) The reactants are [F:1][C:2]1[CH:10]=[C:9]([O:11][C:12]([F:15])([F:14])[F:13])[CH:8]=[CH:7][C:3]=1C(O)=O.C1C=CC(P(N=[N+]=[N-])(C2C=CC=CC=2)=[O:23])=CC=1.CC[N:35]([CH2:38]C)CC.[CH3:40][C:41]([OH:44])([CH3:43])[CH3:42]. No catalyst specified. The product is [F:1][C:2]1[CH:10]=[C:9]([O:11][C:12]([F:13])([F:14])[F:15])[CH:8]=[CH:7][C:3]=1[NH:35][C:38](=[O:23])[O:44][C:41]([CH3:43])([CH3:42])[CH3:40]. The yield is 0.500.